This data is from Reaction yield outcomes from USPTO patents with 853,638 reactions. The task is: Predict the reaction yield, written as a fraction of the theoretical maximum amount of product (1.0 means a 100% yield; for example, 0.34 means a 34% yield). (1) The reactants are Cl.[CH2:2]([O:4][C:5](=[O:8])[CH2:6][NH2:7])[CH3:3].C(N(CC)CC)C.[C:16]([O:20][CH2:21][CH3:22])(=[O:19])[CH:17]=[CH2:18].C(=O)([O-])[O-].[Na+].[Na+].[CH2:29]([O:36][C:37](Cl)=[O:38])[C:30]1[CH:35]=[CH:34][CH:33]=[CH:32][CH:31]=1. The catalyst is C(O)C.CC(C)=O. The product is [CH2:29]([O:36][C:37]([N:7]([CH2:18][CH2:17][C:16]([O:20][CH2:21][CH3:22])=[O:19])[CH2:6][C:5]([O:4][CH2:2][CH3:3])=[O:8])=[O:38])[C:30]1[CH:35]=[CH:34][CH:33]=[CH:32][CH:31]=1. The yield is 0.920. (2) The reactants are [NH2:1][C:2]1[C:10]([CH3:11])=[CH:9][CH:8]=[CH:7][C:3]=1[C:4]([OH:6])=[O:5].[Br:12]Br.Cl. The catalyst is C(O)(=O)C. The product is [NH2:1][C:2]1[C:10]([CH3:11])=[CH:9][C:8]([Br:12])=[CH:7][C:3]=1[C:4]([OH:6])=[O:5]. The yield is 0.850. (3) The reactants are C([O:3][C:4](=[O:17])[CH2:5][N:6]1[C:14]2[C:9](=[CH:10][CH:11]=[CH:12][CH:13]=2)[C:8]([CH:15]=[O:16])=[CH:7]1)C.[OH-].[Na+].O. The catalyst is O1CCOCC1. The product is [CH:15]([C:8]1[C:9]2[C:14](=[CH:13][CH:12]=[CH:11][CH:10]=2)[N:6]([CH2:5][C:4]([OH:17])=[O:3])[CH:7]=1)=[O:16]. The yield is 0.730. (4) The reactants are [Cl:1][C:2]1[N:7]=[N:6][C:5]([NH:8][S:9]([C:12]2[CH:13]=[C:14]([CH:19]=[CH:20][CH:21]=2)[C:15]([O:17]C)=[O:16])(=[O:11])=[O:10])=[C:4]([OH:22])[CH:3]=1.[OH-].[Na+]. The catalyst is CCO. The product is [Cl:1][C:2]1[N:7]=[N:6][C:5]([NH:8][S:9]([C:12]2[CH:13]=[C:14]([CH:19]=[CH:20][CH:21]=2)[C:15]([OH:17])=[O:16])(=[O:11])=[O:10])=[C:4]([OH:22])[CH:3]=1. The yield is 0.970. (5) The reactants are C[C:2]1[CH:7]=[CH:6]C=C[C:3]=1[S:8]([N:11]1[C:19]2[C:14](=[C:15]([CH:20]=[CH2:21])[CH:16]=[CH:17][CH:18]=2)[CH:13]=[CH:12]1)(=[O:10])=[O:9].BrC1C=CC=C2C=1C=CN2[S:32](C1SC=CC=1)(=O)=O.C([Sn](CCCC)(CCCC)C=C)CCC. No catalyst specified. The product is [S:32]1[CH:6]=[CH:7][CH:2]=[C:3]1[S:8]([N:11]1[C:19]2[C:14](=[C:15]([CH:20]=[CH2:21])[CH:16]=[CH:17][CH:18]=2)[CH:13]=[CH:12]1)(=[O:10])=[O:9]. The yield is 0.790. (6) The yield is 0.785. The reactants are [NH2:1][C:2]1[CH:19]=[CH:18][C:5]2[N:6]([CH3:17])[C:7]([CH2:9][CH2:10][CH2:11][C:12]([O:14][CH2:15][CH3:16])=[O:13])=[N:8][C:4]=2[CH:3]=1.[C:20]([O-:23])(=O)[CH3:21].[Na+].[CH2:25]1[O:27][CH2:26]1.C(=O)([O-])[O-].[K+].[K+]. The product is [OH:27][CH2:26][CH2:25][N:1]([CH2:21][CH2:20][OH:23])[C:2]1[CH:19]=[CH:18][C:5]2[N:6]([CH3:17])[C:7]([CH2:9][CH2:10][CH2:11][C:12]([O:14][CH2:15][CH3:16])=[O:13])=[N:8][C:4]=2[CH:3]=1. The catalyst is O.CC(C)=O.ClCCl.C(O)(=O)C. (7) The reactants are [CH2:1]([OH:19])[CH2:2][CH2:3][CH2:4][CH2:5][CH2:6][CH2:7][CH2:8]/[CH:9]=[CH:10]\[CH2:11]/[CH:12]=[CH:13]\[CH2:14][CH2:15][CH2:16][CH2:17][CH3:18].[OH-].[Na+].[CH2:22]([C@@H:24]1[O:26][CH2:25]1)Cl.[Cl-].[OH-]. The catalyst is [Br-].C([N+](CCCC)(CCCC)CCCC)CCC.CCOC(C)=O.O. The product is [CH2:1]([O:19][CH2:22][C@H:24]1[CH2:25][O:26]1)[CH2:2][CH2:3][CH2:4][CH2:5][CH2:6][CH2:7][CH2:8]/[CH:9]=[CH:10]\[CH2:11]/[CH:12]=[CH:13]\[CH2:14][CH2:15][CH2:16][CH2:17][CH3:18]. The yield is 0.780. (8) The reactants are [CH3:1][O:2][C:3](=[O:12])[C:4]1[CH:9]=[CH:8][C:7]([OH:10])=[CH:6][C:5]=1[Cl:11].[C:13]([O:17][C:18]([N:20]1[CH2:25][CH2:24][N:23]([C:26](=[O:29])[CH2:27]Br)[CH2:22][CH2:21]1)=[O:19])([CH3:16])([CH3:15])[CH3:14].C(=O)([O-])[O-].[K+].[K+]. The catalyst is C(#N)C. The product is [C:13]([O:17][C:18]([N:20]1[CH2:21][CH2:22][N:23]([C:26](=[O:29])[CH2:27][O:10][C:7]2[CH:8]=[CH:9][C:4]([C:3]([O:2][CH3:1])=[O:12])=[C:5]([Cl:11])[CH:6]=2)[CH2:24][CH2:25]1)=[O:19])([CH3:16])([CH3:14])[CH3:15]. The yield is 1.00. (9) The reactants are [C:1]([C:3]1[C:4]([C:20]([F:23])([F:22])[F:21])=[C:5]2[C:9](=[CH:10][CH:11]=1)[N:8]([CH2:12][C:13](=[NH:16])[NH:14][OH:15])[C:7]([CH2:17][CH2:18][CH3:19])=[CH:6]2)#[N:2].Cl.[Cl:25][C:26]1[CH:31]=[CH:30][N:29]=[CH:28][C:27]=1[C:32](Cl)=O.C(N(CC)CC)C. The catalyst is C(#N)C. The product is [Cl:25][C:26]1[CH:31]=[CH:30][N:29]=[CH:28][C:27]=1[C:32]1[O:15][N:14]=[C:13]([CH2:12][N:8]2[C:9]3[C:5](=[C:4]([C:20]([F:22])([F:23])[F:21])[C:3]([C:1]#[N:2])=[CH:11][CH:10]=3)[CH:6]=[C:7]2[CH2:17][CH2:18][CH3:19])[N:16]=1. The yield is 0.110. (10) The reactants are [NH2:1][CH:2]([C:7]1[CH:12]=[CH:11][C:10]([Cl:13])=[CH:9][CH:8]=1)[CH2:3][C:4](O)=[O:5].CO. The product is [NH2:1][CH:2]([C:7]1[CH:8]=[CH:9][C:10]([Cl:13])=[CH:11][CH:12]=1)[CH2:3][CH2:4][OH:5]. The yield is 0.568. The catalyst is C1COCC1.